From a dataset of Peptide-MHC class I binding affinity with 185,985 pairs from IEDB/IMGT. Regression. Given a peptide amino acid sequence and an MHC pseudo amino acid sequence, predict their binding affinity value. This is MHC class I binding data. The peptide sequence is GLIYNRMGTV. The MHC is HLA-B44:02 with pseudo-sequence HLA-B44:02. The binding affinity (normalized) is 0.0331.